Dataset: NCI-60 drug combinations with 297,098 pairs across 59 cell lines. Task: Regression. Given two drug SMILES strings and cell line genomic features, predict the synergy score measuring deviation from expected non-interaction effect. (1) Drug 1: C1=NC(=NC(=O)N1C2C(C(C(O2)CO)O)O)N. Drug 2: CN(CCCl)CCCl.Cl. Cell line: RPMI-8226. Synergy scores: CSS=80.1, Synergy_ZIP=0.0931, Synergy_Bliss=0.527, Synergy_Loewe=1.87, Synergy_HSA=5.77. (2) Drug 1: C1=CC(=CC=C1CCCC(=O)O)N(CCCl)CCCl. Drug 2: CN(CCCl)CCCl.Cl. Cell line: MDA-MB-435. Synergy scores: CSS=-8.32, Synergy_ZIP=0.603, Synergy_Bliss=-6.98, Synergy_Loewe=-13.7, Synergy_HSA=-13.0. (3) Cell line: SNB-19. Synergy scores: CSS=31.6, Synergy_ZIP=1.15, Synergy_Bliss=7.63, Synergy_Loewe=-1.40, Synergy_HSA=8.77. Drug 2: CC1CCC2CC(C(=CC=CC=CC(CC(C(=O)C(C(C(=CC(C(=O)CC(OC(=O)C3CCCCN3C(=O)C(=O)C1(O2)O)C(C)CC4CCC(C(C4)OC)O)C)C)O)OC)C)C)C)OC. Drug 1: CNC(=O)C1=CC=CC=C1SC2=CC3=C(C=C2)C(=NN3)C=CC4=CC=CC=N4.